Dataset: Catalyst prediction with 721,799 reactions and 888 catalyst types from USPTO. Task: Predict which catalyst facilitates the given reaction. Reactant: [Cl:1][C:2]1[CH:7]=[CH:6][C:5]([CH:8]([C:30]2[CH:35]=[CH:34][CH:33]=[C:32]([C:36]#[N:37])[CH:31]=2)[N:9]2[CH2:12][CH:11]([CH:13]([C:18]3[CH:19]=[C:20]([CH:26]=[C:27]([F:29])[CH:28]=3)[C:21]([O:23]CC)=O)[C:14]([F:17])([CH3:16])[CH3:15])[CH2:10]2)=[CH:4][CH:3]=1.[NH2:38][NH2:39]. Product: [Cl:1][C:2]1[CH:7]=[CH:6][C:5]([C@@H:8]([C:30]2[CH:35]=[CH:34][CH:33]=[C:32]([C:36]#[N:37])[CH:31]=2)[N:9]2[CH2:10][CH:11]([C@@H:13]([C:18]3[CH:19]=[C:20]([CH:26]=[C:27]([F:29])[CH:28]=3)[C:21]([NH:38][NH2:39])=[O:23])[C:14]([F:17])([CH3:16])[CH3:15])[CH2:12]2)=[CH:4][CH:3]=1. The catalyst class is: 14.